Dataset: CYP1A2 inhibition data for predicting drug metabolism from PubChem BioAssay. Task: Regression/Classification. Given a drug SMILES string, predict its absorption, distribution, metabolism, or excretion properties. Task type varies by dataset: regression for continuous measurements (e.g., permeability, clearance, half-life) or binary classification for categorical outcomes (e.g., BBB penetration, CYP inhibition). Dataset: cyp1a2_veith. (1) The compound is Cn1c(=O)c(-c2ccc(Cl)cc2)nc2cnc(N3CCNCC3)nc21. The result is 1 (inhibitor). (2) The compound is c1ccc2c(NCCN3CCOCC3)nc(-c3ccoc3)nc2c1. The result is 1 (inhibitor). (3) The compound is O=C(O)C1CCCCC1C(=O)Nc1ccccc1Cl. The result is 0 (non-inhibitor). (4) The drug is COc1ccc(CNC(=O)Nc2cccs2)cc1OC. The result is 1 (inhibitor). (5) The molecule is CC(C)CNC(=O)c1ccc(COc2ccc(Cl)cc2Cl)o1. The result is 1 (inhibitor). (6) The compound is Cc1cc(C)c(S(C)(=O)=O)c(Oc2ccc(C(C)(C)C)cc2)n1. The result is 1 (inhibitor). (7) The drug is CC1=Nc2ccccc2/C1=C\c1nc(-c2ccc(C(F)(F)F)cc2)oc1O. The result is 1 (inhibitor). (8) The drug is COC(=O)C1Cc2c([nH]c3ccccc23)CN1. The result is 1 (inhibitor).